From a dataset of Forward reaction prediction with 1.9M reactions from USPTO patents (1976-2016). Predict the product of the given reaction. (1) Given the reactants [NH2:1][CH2:2][C:3]1[CH:4]=[CH:5][C:6]([Cl:23])=[C:7]([C:9]2[NH:10][C:11](=[O:22])[N:12]([CH:14]3[CH2:19][CH2:18][C:17]([CH3:21])([CH3:20])[CH2:16][CH2:15]3)[N:13]=2)[CH:8]=1.[C:24](Cl)(=[O:29])[C:25]([CH3:28])([CH3:27])[CH3:26], predict the reaction product. The product is: [Cl:23][C:6]1[CH:5]=[CH:4][C:3]([CH2:2][NH:1][C:24](=[O:29])[C:25]([CH3:28])([CH3:27])[CH3:26])=[CH:8][C:7]=1[C:9]1[NH:10][C:11](=[O:22])[N:12]([CH:14]2[CH2:15][CH2:16][C:17]([CH3:20])([CH3:21])[CH2:18][CH2:19]2)[N:13]=1. (2) Given the reactants [C:1]([C:4]1[CH:5]=[C:6]([C:11]2[N:16]=[C:15]([C:17]([O:19][CH3:20])=[O:18])[C:14]([Cl:21])=[CH:13][CH:12]=2)[CH:7]=[CH:8][C:9]=1[Cl:10])([OH:3])=O.[CH:22]1([CH2:29][NH2:30])[CH2:28][CH2:27][CH2:26][CH2:25][CH2:24][CH2:23]1, predict the reaction product. The product is: [Cl:21][C:14]1[C:15]([C:17]([O:19][CH3:20])=[O:18])=[N:16][C:11]([C:6]2[CH:7]=[CH:8][C:9]([Cl:10])=[C:4]([C:1]([NH:30][CH2:29][CH:22]3[CH2:28][CH2:27][CH2:26][CH2:25][CH2:24][CH2:23]3)=[O:3])[CH:5]=2)=[CH:12][CH:13]=1. (3) Given the reactants [CH:1]1([C:4]2[C:5]([O:20][CH2:21][CH:22]3[CH2:24][CH2:23]3)=[CH:6][C:7]([C:10]([NH:12][CH2:13][CH:14]([OH:19])[C:15]([CH3:18])([CH3:17])[CH3:16])=[O:11])=[N:8][CH:9]=2)[CH2:3][CH2:2]1.CC(OI1(OC(C)=O)(OC(C)=O)OC(=O)C2C=CC=CC1=2)=O.S([O-])([O-])(=O)=S.[Na+].[Na+].C([O-])(O)=O.[Na+], predict the reaction product. The product is: [CH:1]1([C:4]2[C:5]([O:20][CH2:21][CH:22]3[CH2:24][CH2:23]3)=[CH:6][C:7]([C:10]([NH:12][CH2:13][C:14](=[O:19])[C:15]([CH3:17])([CH3:18])[CH3:16])=[O:11])=[N:8][CH:9]=2)[CH2:2][CH2:3]1. (4) Given the reactants C(N(CC)CC)C.[CH3:8][O:9][C:10]([C:12]1[N:13]=[CH:14][NH:15][CH:16]=1)=[O:11].[C:17]1([C:23](Cl)([C:30]2[CH:35]=[CH:34][CH:33]=[CH:32][CH:31]=2)[C:24]2[CH:29]=[CH:28][CH:27]=[CH:26][CH:25]=2)[CH:22]=[CH:21][CH:20]=[CH:19][CH:18]=1, predict the reaction product. The product is: [CH3:8][O:9][C:10]([C:12]1[N:13]=[CH:14][N:15]([C:23]([C:17]2[CH:22]=[CH:21][CH:20]=[CH:19][CH:18]=2)([C:30]2[CH:31]=[CH:32][CH:33]=[CH:34][CH:35]=2)[C:24]2[CH:25]=[CH:26][CH:27]=[CH:28][CH:29]=2)[CH:16]=1)=[O:11]. (5) Given the reactants [N+:1]([C:4]1[CH:9]=[CH:8][C:7]([C:10]2[O:14][N:13]=[CH:12][C:11]=2[C:15]([OH:17])=O)=[CH:6][CH:5]=1)([O-:3])=[O:2].[NH:18]1[CH2:22][CH2:21][CH2:20][CH2:19]1, predict the reaction product. The product is: [N+:1]([C:4]1[CH:5]=[CH:6][C:7]([C:10]2[O:14][N:13]=[CH:12][C:11]=2[C:15]([N:18]2[CH2:22][CH2:21][CH2:20][CH2:19]2)=[O:17])=[CH:8][CH:9]=1)([O-:3])=[O:2]. (6) Given the reactants [CH:1]([C:4]1[CH:9]=[CH:8][C:7]([C:10]2[N:14]([CH2:15][CH2:16][O:17][CH3:18])[C:13]3[C:19]([O:25][CH3:26])=[CH:20][C:21]([C:23]#[N:24])=[CH:22][C:12]=3[N:11]=2)=[CH:6][CH:5]=1)([CH3:3])[CH3:2].[H-].[H-].[H-].[H-].[Li+].[Al+3].CO.[OH-].[Na+], predict the reaction product. The product is: [CH:1]([C:4]1[CH:5]=[CH:6][C:7]([C:10]2[N:14]([CH2:15][CH2:16][O:17][CH3:18])[C:13]3[C:19]([O:25][CH3:26])=[CH:20][C:21]([CH2:23][NH2:24])=[CH:22][C:12]=3[N:11]=2)=[CH:8][CH:9]=1)([CH3:3])[CH3:2]. (7) Given the reactants Cl[CH2:2][CH:3]=O.[NH2:5][C:6]1[S:7][CH:8]([C:24]2[CH:29]=[CH:28][CH:27]=[CH:26][CH:25]=2)[C:9]([C:12]2[CH:13]=[C:14]([F:23])[C:15]3[O:20][CH2:19][C:18](=[O:21])[NH:17][C:16]=3[CH:22]=2)=[CH:10][N:11]=1.CCO.[OH-].[Na+], predict the reaction product. The product is: [F:23][C:14]1[C:15]2[O:20][CH2:19][C:18](=[O:21])[NH:17][C:16]=2[CH:22]=[C:12]([C:9]2[CH:8]([C:24]3[CH:25]=[CH:26][CH:27]=[CH:28][CH:29]=3)[S:7][C:6]3=[N:5][CH:2]=[CH:3][N:11]3[CH:10]=2)[CH:13]=1. (8) Given the reactants [F:1][C:2]([F:13])([F:12])[O:3][C:4]1[CH:5]=[C:6]([CH:9]=[CH:10][CH:11]=1)[CH2:7][NH2:8].F[C:15]1[CH:23]=[N:22][CH:21]=[CH:20][C:16]=1[C:17]([OH:19])=[O:18], predict the reaction product. The product is: [F:1][C:2]([F:12])([F:13])[O:3][C:4]1[CH:5]=[C:6]([CH:9]=[CH:10][CH:11]=1)[CH2:7][NH:8][C:20]1[CH:21]=[N:22][CH:23]=[CH:15][C:16]=1[C:17]([OH:19])=[O:18].